Dataset: Catalyst prediction with 721,799 reactions and 888 catalyst types from USPTO. Task: Predict which catalyst facilitates the given reaction. Reactant: C[O:2][C:3]([C:5]1[C:13]2[S:12][C:11]([NH:14][C:15]([NH:17][CH2:18][CH3:19])=[O:16])=[N:10][C:9]=2[CH:8]=[C:7]([C:20]2[CH:21]=[N:22][CH:23]=[CH:24][CH:25]=2)[CH:6]=1)=O.O.[NH2:27][NH2:28]. Product: [CH2:18]([NH:17][C:15]([NH:14][C:11]1[S:12][C:13]2[C:5]([C:3]([NH:27][NH2:28])=[O:2])=[CH:6][C:7]([C:20]3[CH:21]=[N:22][CH:23]=[CH:24][CH:25]=3)=[CH:8][C:9]=2[N:10]=1)=[O:16])[CH3:19]. The catalyst class is: 24.